From a dataset of Catalyst prediction with 721,799 reactions and 888 catalyst types from USPTO. Predict which catalyst facilitates the given reaction. (1) Reactant: FC1C=[C:4]([C:11](C)([CH3:21])[CH2:12][C:13]([OH:20])([C:16]([F:19])([F:18])[F:17])[CH:14]=O)C2OCCC=2C=1.NC1C=CC=C2C=1C=NN2C1C=NC(F)=CC=1. Product: [CH3:4][CH:11]([CH3:21])[CH2:12][C:13]([C:16]([F:17])([F:18])[F:19])([OH:20])[CH3:14]. The catalyst class is: 15. (2) Reactant: [Cl:1][C:2]1[CH:7]=[C:6]([OH:8])[C:5]([O:9][CH3:10])=[CH:4][C:3]=1[CH2:11][C:12]([O:14][CH3:15])=[O:13].[O:16](S(C(F)(F)F)(=O)=O)[S:17]([C:20]([F:23])([F:22])[F:21])(=O)=[O:18]. Product: [CH3:15][O:14][C:12](=[O:13])[CH2:11][C:3]1[CH:4]=[C:5]([O:9][CH3:10])[C:6]([O:8][S:17]([C:20]([F:23])([F:22])[F:21])(=[O:18])=[O:16])=[CH:7][C:2]=1[Cl:1]. The catalyst class is: 17. (3) Reactant: C([C:7]1([CH2:26]CCCCC)[C:19]2[CH:18]=[C:17](B(O)O)[CH:16]=C[C:14]=2[C:13]2[C:8]1=[CH:9][C:10](B(O)O)=[CH:11][CH:12]=2)CCCCC.Br[C:33]1[CH:34]=[CH:35][C:36]([C:39]2[CH:40]=[N:41][CH:42]=[CH:43][CH:44]=2)=[N:37][CH:38]=1.P([O-])([O-])([O-])=O.[K+].[K+].[K+]. Product: [N:37]1[CH:38]=[C:33]([C:11]2[CH:10]=[CH:9][C:8]3[C:7]4[C:19](=[CH:18][C:17]([C:33]5[CH:34]=[CH:35][C:36]([C:39]6[CH:40]=[N:41][CH:42]=[CH:43][CH:44]=6)=[N:37][CH:38]=5)=[CH:16][CH:26]=4)[C:14]([CH2:26][CH2:7][CH2:8][CH2:9][CH2:10][CH3:11])([CH2:12][CH2:13][CH2:14][CH2:19][CH2:18][CH3:17])[C:13]=3[CH:12]=2)[CH:34]=[CH:35][C:36]=1[C:39]1[CH:40]=[N:41][CH:42]=[CH:43][CH:44]=1. The catalyst class is: 206.